This data is from Ames mutagenicity test results for genotoxicity prediction. The task is: Regression/Classification. Given a drug SMILES string, predict its toxicity properties. Task type varies by dataset: regression for continuous values (e.g., LD50, hERG inhibition percentage) or binary classification for toxic/non-toxic outcomes (e.g., AMES mutagenicity, cardiotoxicity, hepatotoxicity). Dataset: ames. (1) The compound is CCC[C@@H](C)C[C@H](OC(=O)C[C@@H](CC(=O)O)C(=O)O)[C@H](C[C@H](C)C[C@H](O)CCCC[C@H](O)C[C@H](O)[C@H](C)N)OC(=O)C[C@@H](CC(=O)O)C(=O)O. The result is 0 (non-mutagenic). (2) The molecule is COc1ccc(N(CCCl)CCCl)c2oc([N+](=O)[O-])cc12. The result is 1 (mutagenic). (3) The compound is COc1c(Cl)cc2c(c1OC)N(C)C1N3C(=O)C4(C)SSC3(C(=O)N4C)C(O)C21O. The result is 0 (non-mutagenic). (4) The compound is O[C@H]1C=Cc2ccc3nc4ccc5ccccc5c4cc3c2[C@@H]1O. The result is 1 (mutagenic). (5) The drug is O=S(=O)(O)OCc1c2ccccc2c2ccc3cccc4ccc1c2c43. The result is 1 (mutagenic). (6) The drug is O=C1c2c(O)ccc(O)c2C(=O)c2c(NCCNCCO)ccc(NCCNCCO)c21. The result is 1 (mutagenic). (7) The molecule is Nc1ccc(-c2ccc(-c3ccc(-c4ccc(N)cc4)cc3)cc2)cc1. The result is 0 (non-mutagenic).